Dataset: Catalyst prediction with 721,799 reactions and 888 catalyst types from USPTO. Task: Predict which catalyst facilitates the given reaction. (1) Reactant: Br[C:2]1[CH:10]=[CH:9][CH:8]=[C:7]2[C:3]=1[C:4]([C:11]#[N:12])=[CH:5][NH:6]2.[C:13]([O:23][CH2:24][CH3:25])(=[O:22])[CH:14]=[CH:15][C:16]1[CH:21]=[CH:20][CH:19]=[CH:18][CH:17]=1. Product: [CH2:24]([O:23][C:13](=[O:22])[CH:14]=[C:15]([C:2]1[CH:10]=[CH:9][CH:8]=[C:7]2[C:3]=1[C:4]([C:11]#[N:12])=[CH:5][NH:6]2)[C:16]1[CH:21]=[CH:20][CH:19]=[CH:18][CH:17]=1)[CH3:25]. The catalyst class is: 689. (2) Reactant: [CH2:1]([C:3]1[CH:4]=[C:5]([NH:9][C:10]([N:12]2[CH2:17][CH2:16][C:15](=O)[CH:14]([C:19]([O:21]CC)=O)[CH2:13]2)=[O:11])[CH:6]=[CH:7][CH:8]=1)[CH3:2].Cl.[O:25]1[C:29]2[CH:30]=[CH:31][C:32]([C:34](=[NH:36])[NH2:35])=[CH:33][C:28]=2[O:27][CH2:26]1.O.C(=O)([O-])[O-].[K+].[K+]. Product: [O:25]1[C:29]2[CH:30]=[CH:31][C:32]([C:34]3[N:36]=[C:19]([OH:21])[C:14]4[CH2:13][N:12]([C:10]([NH:9][C:5]5[CH:6]=[CH:7][CH:8]=[C:3]([CH2:1][CH3:2])[CH:4]=5)=[O:11])[CH2:17][CH2:16][C:15]=4[N:35]=3)=[CH:33][C:28]=2[O:27][CH2:26]1. The catalyst class is: 5. (3) Product: [Cl:1][C:2]1[N:11]=[CH:10][C:9]2[N:8]3[CH:7]=[N:20][N:21]=[C:24]3[C@@H:23]([CH2:22][CH3:26])[N:5]([CH:15]3[CH2:19][CH2:18][CH2:17][CH2:16]3)[C:4]=2[N:3]=1. Reactant: [Cl:1][C:2]1[N:11]=[CH:10][C:9]2[NH:8][C:7](=O)[C@@H](CC)[N:5]([CH:15]3[CH2:19][CH2:18][CH2:17][CH2:16]3)[C:4]=2[N:3]=1.[NH2:20][NH2:21].[CH2:22]1[CH2:26]O[CH2:24][CH2:23]1.C(OCC)(=O)C. The catalyst class is: 286. (4) Reactant: [F:1][C:2]1[CH:7]=[CH:6][C:5]([C:8](=O)[CH2:9][C:10]([O:12]C)=O)=[CH:4][CH:3]=1.[CH3:15][NH:16][NH2:17].C(OCC)C.O. Product: [F:1][C:2]1[CH:7]=[CH:6][C:5]([C:8]2[CH2:9][C:10](=[O:12])[N:16]([CH3:15])[N:17]=2)=[CH:4][CH:3]=1. The catalyst class is: 13. (5) Reactant: [NH:1]1[C:9]2[C:4](=[CH:5][C:6]([O:10][C:11]3[C:20]4[C:15](=[CH:16][C:17]([O:23][CH2:24][C@@H:25]5[CH2:27][O:26]5)=[C:18]([O:21][CH3:22])[CH:19]=4)[N:14]=[CH:13][N:12]=3)=[CH:7][CH:8]=2)[CH:3]=[CH:2]1.[CH:28]([NH2:31])([CH3:30])[CH3:29]. Product: [OH:26][C@@H:25]([CH2:27][NH:31][CH:28]([CH3:30])[CH3:29])[CH2:24][O:23][C:17]1[CH:16]=[C:15]2[C:20]([C:11]([O:10][C:6]3[CH:5]=[C:4]4[C:9](=[CH:8][CH:7]=3)[NH:1][CH:2]=[CH:3]4)=[N:12][CH:13]=[N:14]2)=[CH:19][C:18]=1[O:21][CH3:22]. The catalyst class is: 1. (6) Reactant: [Cl:1][C:2]1[CH:3]=[CH:4][C:5]([C:8]2[O:16][C:15]3[CH:14]=[CH:13][NH:12][C:11](=[O:17])[C:10]=3[CH:9]=2)=[N:6][CH:7]=1.[CH:18]1([C:21]2[N:22]=[C:23]3[CH:28]=[CH:27][C:26](I)=[CH:25][N:24]3[C:30]=2[CH3:31])[CH2:20][CH2:19]1.CNCCNC.C(=O)([O-])[O-].[K+].[K+]. Product: [Cl:1][C:2]1[CH:3]=[CH:4][C:5]([C:8]2[O:16][C:15]3[CH:14]=[CH:13][N:12]([C:26]4[CH:27]=[CH:28][C:23]5[N:24]([C:30]([CH3:31])=[C:21]([CH:18]6[CH2:20][CH2:19]6)[N:22]=5)[CH:25]=4)[C:11](=[O:17])[C:10]=3[CH:9]=2)=[N:6][CH:7]=1. The catalyst class is: 419. (7) Reactant: [Cl:1][C:2]1[CH:10]=[CH:9][C:5]([C:6]([OH:8])=O)=[CH:4][N:3]=1.C[N:12]([CH3:15])[CH:13]=O.C(Cl)(=O)C(Cl)=O.N[C:23]1[CH:24]=[N:25][CH:26]=C[CH:28]=1. Product: [Cl:1][C:2]1[N:3]=[CH:4][C:5]([C:6]([N:25]([CH3:26])[C:24]2[CH:13]=[N:12][CH:15]=[CH:28][CH:23]=2)=[O:8])=[CH:9][CH:10]=1. The catalyst class is: 884. (8) Reactant: [CH3:1][C:2]1[CH:7]=[C:6]([CH3:8])[N:5]=[C:4]([C:9](OC)=[O:10])[N:3]=1.[BH4-].[Na+]. Product: [CH3:1][C:2]1[CH:7]=[C:6]([CH3:8])[N:5]=[C:4]([CH2:9][OH:10])[N:3]=1. The catalyst class is: 8.